From a dataset of Full USPTO retrosynthesis dataset with 1.9M reactions from patents (1976-2016). Predict the reactants needed to synthesize the given product. (1) Given the product [Cl:1][C:2]1[CH:3]=[C:4]2[C:8](=[CH:9][CH:10]=1)[N:7]([C:17]([N:16]([CH3:20])[CH3:15])=[O:18])[CH:6]=[C:5]2[CH:11]=[O:12], predict the reactants needed to synthesize it. The reactants are: [Cl:1][C:2]1[CH:3]=[C:4]2[C:8](=[CH:9][CH:10]=1)[NH:7][CH:6]=[C:5]2[CH:11]=[O:12].[H-].[Na+].[CH3:15][N:16]([CH3:20])[C:17](Cl)=[O:18]. (2) Given the product [O:38]=[C:39]1[CH2:56][CH2:55][C@@:54]2([CH3:57])[C:41]([CH2:42][CH2:43][C@@H:44]3[C@@H:53]2[CH2:52][CH2:51][C@@:49]2([CH3:50])[C@H:45]3[CH2:46][CH2:47][C@@H:48]2[C:58]([Cl:63])=[O:60])=[CH:40]1, predict the reactants needed to synthesize it. The reactants are: C[C@@]12[C@@H](C(NC3C=C(C(F)(F)F)C=CC=3C(F)(F)F)=O)CC[C@H]1[C@@H]1CC[C@H]3NC(=O)C=C[C@]3(C)[C@H]1CC2.[O:38]=[C:39]1[CH2:56][CH2:55][C@@:54]2([CH3:57])[C:41]([CH2:42][CH2:43][C@@H:44]3[C@@H:53]2[CH2:52][CH2:51][C@@:49]2([CH3:50])[C@H:45]3[CH2:46][CH2:47][C@@H:48]2[C:58]([OH:60])=O)=[CH:40]1.S(Cl)([Cl:63])=O. (3) Given the product [CH2:1]([O:8][CH2:9][CH:10]=[CH:11][CH2:12][C@@H:13]([CH2:17][C@H:16]([C:18]1[CH:23]=[CH:22][C:21]([F:24])=[CH:20][CH:19]=1)[OH:15])[C:14]([OH:25])=[O:26])[C:2]1[CH:7]=[CH:6][CH:5]=[CH:4][CH:3]=1, predict the reactants needed to synthesize it. The reactants are: [CH2:1]([O:8][CH2:9][CH:10]=[CH:11][CH2:12][C@H:13]1[CH2:17][C@H:16]([C:18]2[CH:23]=[CH:22][C:21]([F:24])=[CH:20][CH:19]=2)[O:15][C:14]1=[O:25])[C:2]1[CH:7]=[CH:6][CH:5]=[CH:4][CH:3]=1.[OH-:26].[K+].